The task is: Predict the reactants needed to synthesize the given product.. This data is from Full USPTO retrosynthesis dataset with 1.9M reactions from patents (1976-2016). Given the product [C:21]([NH:1][C:2]1[CH:7]=[CH:6][C:5]([C@H:8]([CH3:20])[C:9]([NH:11][C:12]2[S:13][C:14]([CH:17]([CH3:19])[CH3:18])=[CH:15][N:16]=2)=[O:10])=[CH:4][CH:3]=1)(=[O:23])[CH3:22], predict the reactants needed to synthesize it. The reactants are: [NH2:1][C:2]1[CH:7]=[CH:6][C:5]([C@H:8]([CH3:20])[C:9]([NH:11][C:12]2[S:13][C:14]([CH:17]([CH3:19])[CH3:18])=[CH:15][N:16]=2)=[O:10])=[CH:4][CH:3]=1.[C:21](OC(=O)C)(=[O:23])[CH3:22].O.